Predict the reactants needed to synthesize the given product. From a dataset of Full USPTO retrosynthesis dataset with 1.9M reactions from patents (1976-2016). (1) Given the product [Cl:75][CH2:74][CH2:73][CH2:72][CH2:71][CH2:70][CH2:69][O:68][CH2:67][CH2:66][O:65][CH2:64][CH2:63][NH:62][C:60]([C:59]1[CH:58]=[C:57]([CH2:56][NH:55][C:21](=[O:23])[CH2:20][CH2:19][O:18][CH2:17][CH2:16][O:15][CH2:14][CH2:13][O:12][CH2:11][CH2:10][O:9][CH2:8][CH2:7][NH:6][C:5](=[O:24])[O:4][C:2]([CH3:1])([CH3:3])[CH3:25])[CH:78]=[CH:77][CH:76]=1)=[O:61], predict the reactants needed to synthesize it. The reactants are: [CH3:1][C:2]([CH3:25])([O:4][C:5](=[O:24])[NH:6][CH2:7][CH2:8][O:9][CH2:10][CH2:11][O:12][CH2:13][CH2:14][O:15][CH2:16][CH2:17][O:18][CH2:19][CH2:20][C:21]([OH:23])=O)[CH3:3].[B-](F)(F)(F)F.CN(C(ON1C(=O)CCC1=O)=[N+](C)C)C.C(N(CC)C(C)C)(C)C.[NH2:55][CH2:56][C:57]1[CH:58]=[C:59]([CH:76]=[CH:77][CH:78]=1)[C:60]([NH:62][CH2:63][CH2:64][O:65][CH2:66][CH2:67][O:68][CH2:69][CH2:70][CH2:71][CH2:72][CH2:73][CH2:74][Cl:75])=[O:61]. (2) Given the product [N:15]1([CH2:14][CH:11]2[CH2:12][CH2:13][NH:8][CH2:9][CH2:10]2)[CH:19]=[CH:18][N:17]=[CH:16]1, predict the reactants needed to synthesize it. The reactants are: C(OC([N:8]1[CH2:13][CH2:12][CH:11]([CH2:14][N:15]2[CH:19]=[CH:18][N:17]=[CH:16]2)[CH2:10][CH2:9]1)=O)(C)(C)C. (3) Given the product [Br:37][CH2:9][C:6]1[CH:5]=[CH:4][C:3]([C:2]([F:12])([F:11])[F:1])=[CH:8][N:7]=1, predict the reactants needed to synthesize it. The reactants are: [F:1][C:2]([F:12])([F:11])[C:3]1[CH:4]=[CH:5][C:6]([CH2:9]O)=[N:7][CH:8]=1.N1C=CN=C1.C1(P(C2C=CC=CC=2)C2C=CC=CC=2)C=CC=CC=1.[Br:37]Br. (4) Given the product [OH:44][C@H:43]([CH2:42][OH:41])[CH2:45][CH2:46][NH:47][C:30]([N:12]1[CH2:13][CH:14]([CH2:15][C:16]([CH3:19])([CH3:20])[CH2:17][OH:18])[C:10]2([C:5]3[C:6](=[CH:7][C:2]([Cl:1])=[CH:3][CH:4]=3)[NH:8][C:9]2=[O:29])[CH:11]1[C:21]1[CH:26]=[CH:25][CH:24]=[C:23]([Cl:27])[C:22]=1[F:28])=[O:31], predict the reactants needed to synthesize it. The reactants are: [Cl:1][C:2]1[CH:7]=[C:6]2[NH:8][C:9](=[O:29])[C:10]3([CH:14]([CH2:15][C:16]([CH3:20])([CH3:19])[CH2:17][OH:18])[CH2:13][NH:12][CH:11]3[C:21]3[CH:26]=[CH:25][CH:24]=[C:23]([Cl:27])[C:22]=3[F:28])[C:5]2=[CH:4][CH:3]=1.[C:30]([O-])(O)=[O:31].[Na+].C(Cl)(Cl)=O.CC1(C)[O:44][C@@H:43]([CH2:45][CH2:46][NH2:47])[CH2:42][O:41]1.C(N(CC)CC)C.Cl. (5) Given the product [N:32]1[CH:37]=[CH:36][C:35]([C:2]2[N:7]=[C:6]([O:8][C:9]3[C:14]4[N:15]=[C:16]([NH:18][C:19](=[O:21])[CH3:20])[S:17][C:13]=4[CH:12]=[CH:11][CH:10]=3)[CH:5]=[C:4]([C:22]3[CH:27]=[CH:26][C:25]([C:28]([F:31])([F:30])[F:29])=[CH:24][CH:23]=3)[N:3]=2)=[CH:34][CH:33]=1, predict the reactants needed to synthesize it. The reactants are: Cl[C:2]1[N:7]=[C:6]([O:8][C:9]2[C:14]3[N:15]=[C:16]([NH:18][C:19](=[O:21])[CH3:20])[S:17][C:13]=3[CH:12]=[CH:11][CH:10]=2)[CH:5]=[C:4]([C:22]2[CH:27]=[CH:26][C:25]([C:28]([F:31])([F:30])[F:29])=[CH:24][CH:23]=2)[N:3]=1.[N:32]1[CH:37]=[CH:36][C:35](B(O)O)=[CH:34][CH:33]=1.C([O-])([O-])=O.[Na+].[Na+]. (6) The reactants are: [CH2:1]([C:8]1[CH:9]=[N:10][C:11]2[C:16]([C:17]=1[C:18]1[CH:19]=[C:20]([NH2:24])[CH:21]=[CH:22][CH:23]=1)=[CH:15][CH:14]=[CH:13][C:12]=2[C:25]([F:28])([F:27])[F:26])[C:2]1[CH:7]=[CH:6][CH:5]=[CH:4][CH:3]=1.[F:29][C:30]([F:44])([F:43])[C:31]1[CH:38]=[CH:37][C:36]([C:39]([F:42])([F:41])[F:40])=[CH:35][C:32]=1[CH:33]=O. Given the product [CH2:1]([C:8]1[CH:9]=[N:10][C:11]2[C:16]([C:17]=1[C:18]1[CH:19]=[C:20]([NH:24][CH2:33][C:32]3[CH:35]=[C:36]([C:39]([F:41])([F:42])[F:40])[CH:37]=[CH:38][C:31]=3[C:30]([F:29])([F:43])[F:44])[CH:21]=[CH:22][CH:23]=1)=[CH:15][CH:14]=[CH:13][C:12]=2[C:25]([F:28])([F:26])[F:27])[C:2]1[CH:3]=[CH:4][CH:5]=[CH:6][CH:7]=1, predict the reactants needed to synthesize it. (7) Given the product [CH:28]([C:14]1[CH:15]=[C:16]([B:19]2[O:23][C:22]([CH3:25])([CH3:24])[C:21]([CH3:27])([CH3:26])[O:20]2)[CH:17]=[CH:18][C:13]=1[O:12][CH2:8][C:9]([OH:11])=[O:10])([CH3:30])[CH3:29], predict the reactants needed to synthesize it. The reactants are: C([CH:8]([O:12][C:13]1[CH:18]=[CH:17][C:16]([B:19]2[O:23][C:22]([CH3:25])([CH3:24])[C:21]([CH3:27])([CH3:26])[O:20]2)=[CH:15][C:14]=1[CH:28]([CH3:30])[CH3:29])[C:9]([O-:11])=[O:10])C1C=CC=CC=1.